From a dataset of Forward reaction prediction with 1.9M reactions from USPTO patents (1976-2016). Predict the product of the given reaction. (1) Given the reactants [NH3:1].[C:2]([NH:5][C@H:6]1[CH2:10][CH2:9][C@@H:8]([C:11]([O:13]C)=O)[CH2:7]1)(=[O:4])[CH3:3], predict the reaction product. The product is: [C:2]([NH:5][C@H:6]1[CH2:10][CH2:9][C@@H:8]([C:11]([NH2:1])=[O:13])[CH2:7]1)(=[O:4])[CH3:3]. (2) Given the reactants [N:1]1[C:6]2[CH:7]=[CH:8][CH:9]=[CH:10][C:5]=2[N:4]=[C:3]([N:11]2[CH2:16][CH2:15][N:14]([C:17]([NH:19][C:20]3[C:21]([C:25]([O:27]C)=[O:26])=[CH:22][S:23][CH:24]=3)=[O:18])[CH2:13][CH2:12]2)[N:2]=1.O.[OH-].[Li+].Cl, predict the reaction product. The product is: [N:1]1[C:6]2[CH:7]=[CH:8][CH:9]=[CH:10][C:5]=2[N:4]=[C:3]([N:11]2[CH2:16][CH2:15][N:14]([C:17]([NH:19][C:20]3[C:21]([C:25]([OH:27])=[O:26])=[CH:22][S:23][CH:24]=3)=[O:18])[CH2:13][CH2:12]2)[N:2]=1. (3) The product is: [F:33][C:34]1[CH:39]=[C:38]([C:2]2[N:7]=[C:6]([C:8]([N:10]([CH3:32])[C:11]3[CH:12]=[CH:13][C:14]([CH2:17][N:18]4[CH2:23][CH2:22][N:21]([C:24]([O:26][C:27]([CH3:28])([CH3:30])[CH3:29])=[O:25])[C@@H:20]([CH3:31])[CH2:19]4)=[CH:15][CH:16]=3)=[O:9])[CH:5]=[CH:4][CH:3]=2)[CH:37]=[CH:36][CH:35]=1. Given the reactants Cl[C:2]1[N:7]=[C:6]([C:8]([N:10]([CH3:32])[C:11]2[CH:16]=[CH:15][C:14]([CH2:17][N:18]3[CH2:23][CH2:22][N:21]([C:24]([O:26][C:27]([CH3:30])([CH3:29])[CH3:28])=[O:25])[C@@H:20]([CH3:31])[CH2:19]3)=[CH:13][CH:12]=2)=[O:9])[CH:5]=[CH:4][CH:3]=1.[F:33][C:34]1[CH:35]=[C:36](B(O)O)[CH:37]=[CH:38][CH:39]=1.C(=O)([O-])[O-].[Na+].[Na+].COCCOC.O, predict the reaction product. (4) Given the reactants C([O:3][C:4](=[O:43])[C:5]([O:8][C:9]1[CH:14]=[CH:13][C:12]([O:15][CH2:16][CH2:17][C:18]2[N:19]=[C:20]([C:24]3[CH:25]=[C:26]([C:30]4[CH:35]=[CH:34][C:33]([C:36](=[O:42])[NH:37][C:38]([CH3:41])([CH3:40])[CH3:39])=[CH:32][CH:31]=4)[CH:27]=[CH:28][CH:29]=3)[O:21][C:22]=2[CH3:23])=[CH:11][CH:10]=1)([CH3:7])[CH3:6])C.[OH-].[Na+], predict the reaction product. The product is: [C:38]([NH:37][C:36]([C:33]1[CH:32]=[CH:31][C:30]([C:26]2[CH:27]=[CH:28][CH:29]=[C:24]([C:20]3[O:21][C:22]([CH3:23])=[C:18]([CH2:17][CH2:16][O:15][C:12]4[CH:11]=[CH:10][C:9]([O:8][C:5]([CH3:7])([CH3:6])[C:4]([OH:43])=[O:3])=[CH:14][CH:13]=4)[N:19]=3)[CH:25]=2)=[CH:35][CH:34]=1)=[O:42])([CH3:41])([CH3:40])[CH3:39]. (5) Given the reactants C(OC([N:8]1[CH2:12][CH2:11][CH2:10][C@H:9]1[C:13]1[NH:17][C:16]2[CH:18]=[CH:19][C:20]([CH:22]3[N:26]([C:27]4[CH:32]=[CH:31][C:30]([C:33]([CH3:36])([CH3:35])[CH3:34])=[CH:29][CH:28]=4)[CH:25]([C:37]4[CH:42]=[CH:41][C:40]([NH:43][C:44]([C@@H:46]5[CH2:50][CH2:49][CH2:48][N:47]5C(OC(C)(C)C)=O)=[O:45])=[CH:39][CH:38]=4)[CH2:24][CH2:23]3)=[CH:21][C:15]=2[N:14]=1)=O)(C)(C)C.C(O)(C(F)(F)F)=O, predict the reaction product. The product is: [C:33]([C:30]1[CH:31]=[CH:32][C:27]([N:26]2[C@@H:22]([C:20]3[CH:19]=[CH:18][C:16]4[NH:17][C:13]([C@@H:9]5[CH2:10][CH2:11][CH2:12][NH:8]5)=[N:14][C:15]=4[CH:21]=3)[CH2:23][CH2:24][C@@H:25]2[C:37]2[CH:38]=[CH:39][C:40]([NH:43][C:44]([C@@H:46]3[CH2:50][CH2:49][CH2:48][NH:47]3)=[O:45])=[CH:41][CH:42]=2)=[CH:28][CH:29]=1)([CH3:36])([CH3:34])[CH3:35]. (6) Given the reactants [NH2:1][C:2]1[CH:9]=[CH:8][C:5]([C:6]#[N:7])=[CH:4][CH:3]=1.C([O-])([O-])=O.[K+].[K+].[CH:16]1[CH:21]=[CH:20][C:19]([CH2:22]Br)=[CH:18][CH:17]=1, predict the reaction product. The product is: [CH2:22]([N:1]([CH2:6][C:5]1[CH:8]=[CH:9][CH:2]=[CH:3][CH:4]=1)[C:2]1[CH:9]=[CH:8][C:5]([C:6]#[N:7])=[CH:4][CH:3]=1)[C:19]1[CH:20]=[CH:21][CH:16]=[CH:17][CH:18]=1. (7) Given the reactants [CH3:1][O:2][C:3]([C:5]1[N:6]([CH3:36])[C:7]([C:10]2[CH:15]=[CH:14][CH:13]=[C:12]([N:16]3[N:25]=[CH:24][C:23]4[C:18](=[CH:19][CH:20]=[C:21]([C:26]([CH3:29])([CH3:28])[CH3:27])[CH:22]=4)[C:17]3=[O:30])[C:11]=2[CH2:31][O:32]C(=O)C)=[CH:8][CH:9]=1)=[O:4], predict the reaction product. The product is: [CH3:1][O:2][C:3]([C:5]1[N:6]([CH3:36])[C:7]([C:10]2[CH:15]=[CH:14][CH:13]=[C:12]([N:16]3[N:25]=[CH:24][C:23]4[C:18](=[CH:19][CH:20]=[C:21]([C:26]([CH3:29])([CH3:28])[CH3:27])[CH:22]=4)[C:17]3=[O:30])[C:11]=2[CH2:31][OH:32])=[CH:8][CH:9]=1)=[O:4]. (8) Given the reactants [C:1]([C:5]1[CH:6]=[C:7]([C:16]2[N:20]([CH2:21][CH:22]3[CH2:27][CH2:26][CH2:25][CH2:24][CH2:23]3)[C:19]([CH3:28])=[C:18]([S:29]([NH2:32])(=[O:31])=[O:30])[CH:17]=2)[CH:8]=[C:9]([C:11]([C:14]#[N:15])([CH3:13])[CH3:12])[CH:10]=1)([CH3:4])([CH3:3])[CH3:2].[OH-:33].[Na+], predict the reaction product. The product is: [C:1]([C:5]1[CH:10]=[C:9]([C:11]([CH3:13])([CH3:12])[C:14]([NH2:15])=[O:33])[CH:8]=[C:7]([C:16]2[N:20]([CH2:21][CH:22]3[CH2:23][CH2:24][CH2:25][CH2:26][CH2:27]3)[C:19]([CH3:28])=[C:18]([S:29](=[O:31])(=[O:30])[NH2:32])[CH:17]=2)[CH:6]=1)([CH3:2])([CH3:3])[CH3:4]. (9) Given the reactants [C:1]([O:5][C:6]([NH:8][C:9]1[N:14]=[CH:13][C:12]([O:15][C:16]2[CH:25]=[C:24](F)[CH:23]=[CH:22][C:17]=2[C:18]([O:20][CH3:21])=[O:19])=[CH:11][C:10]=1[F:27])=[O:7])([CH3:4])([CH3:3])[CH3:2].[NH:28]1[CH2:33][CH2:32][NH:31][CH2:30][CH2:29]1.ClCCl, predict the reaction product. The product is: [C:1]([O:5][C:6]([NH:8][C:9]1[N:14]=[CH:13][C:12]([O:15][C:16]2[CH:25]=[C:24]([N:28]3[CH2:33][CH2:32][NH:31][CH2:30][CH2:29]3)[CH:23]=[CH:22][C:17]=2[C:18]([O:20][CH3:21])=[O:19])=[CH:11][C:10]=1[F:27])=[O:7])([CH3:4])([CH3:3])[CH3:2]. (10) Given the reactants N1C=CC=CC=1.Cl.[CH3:8][NH:9][O:10][CH3:11].[Cl:12][C:13]1[CH:21]=[CH:20][C:16]([C:17](Cl)=[O:18])=[CH:15][CH:14]=1, predict the reaction product. The product is: [Cl:12][C:13]1[CH:21]=[CH:20][C:16]([C:17]([N:9]([O:10][CH3:11])[CH3:8])=[O:18])=[CH:15][CH:14]=1.